Dataset: Full USPTO retrosynthesis dataset with 1.9M reactions from patents (1976-2016). Task: Predict the reactants needed to synthesize the given product. (1) Given the product [C:1]1([CH3:41])[CH:2]=[CH:3][C:4]([S:7]([N:10]2[C:18]3[C:13](=[CH:14][CH:15]=[CH:16][CH:17]=3)[C:12]([C:19]3[C:27]4[C:22](=[CH:23][CH:24]=[C:25]([N+:28]([O-:30])=[O:29])[CH:26]=4)[NH:21][CH:20]=3)=[CH:11]2)(=[O:8])=[O:9])=[CH:5][CH:6]=1, predict the reactants needed to synthesize it. The reactants are: [C:1]1([CH3:41])[CH:6]=[CH:5][C:4]([S:7]([N:10]2[C:18]3[C:13](=[CH:14][CH:15]=[CH:16][CH:17]=3)[C:12]([C:19]3[C:27]4[C:22](=[CH:23][CH:24]=[C:25]([N+:28]([O-:30])=[O:29])[CH:26]=4)[N:21](S(C4C=CC(C)=CC=4)(=O)=O)[CH:20]=3)=[CH:11]2)(=[O:9])=[O:8])=[CH:3][CH:2]=1.[Li+].[OH-]. (2) Given the product [CH3:13][O:14][C:15]1[CH:22]=[CH:21][CH:20]=[C:19]([O:23][CH3:24])[C:16]=1[CH:17]1[N:12]([CH2:11][C:7]2[CH:6]=[C:5]3[C:10](=[CH:9][CH:8]=2)[NH:1][CH2:2][CH2:3][CH2:4]3)[C:15](=[O:14])[CH2:16][CH2:19][CH2:20]1, predict the reactants needed to synthesize it. The reactants are: [NH:1]1[C:10]2[C:5](=[CH:6][C:7]([CH2:11][NH2:12])=[CH:8][CH:9]=2)[CH2:4][CH2:3][CH2:2]1.[CH3:13][O:14][C:15]1[CH:22]=[CH:21][CH:20]=[C:19]([O:23][CH3:24])[C:16]=1[CH:17]=O. (3) Given the product [C:3]([O:7][C:8]([N:10]1[CH2:16][C:15]2[CH:17]=[CH:18][CH:19]=[CH:20][C:14]=2[N:13]([CH2:23][C:24]([O:26][CH2:27][CH3:28])=[O:25])[C:12](=[O:21])[CH2:11]1)=[O:9])([CH3:6])([CH3:4])[CH3:5], predict the reactants needed to synthesize it. The reactants are: [H-].[Na+].[C:3]([O:7][C:8]([N:10]1[CH2:16][C:15]2[CH:17]=[CH:18][CH:19]=[CH:20][C:14]=2[NH:13][C:12](=[O:21])[CH2:11]1)=[O:9])([CH3:6])([CH3:5])[CH3:4].Br[CH2:23][C:24]([O:26][CH2:27][CH3:28])=[O:25].[Cl-].[NH4+]. (4) Given the product [CH:1]1([C:4]2[NH:8][N:7]=[C:6]([C:18]3[N:23]=[C:22]([NH:24][C:25]4[CH:30]=[CH:29][N:28]=[CH:27][CH:26]=4)[C:21]([O:31][CH3:32])=[CH:20][N:19]=3)[C:5]=2[CH3:33])[CH2:3][CH2:2]1, predict the reactants needed to synthesize it. The reactants are: [CH:1]1([C:4]2[N:8](CC3C=CC(OC)=CC=3)[N:7]=[C:6]([C:18]3[N:23]=[C:22]([NH:24][C:25]4[CH:30]=[CH:29][N:28]=[CH:27][CH:26]=4)[C:21]([O:31][CH3:32])=[CH:20][N:19]=3)[C:5]=2[CH3:33])[CH2:3][CH2:2]1.FC(F)(F)C(O)=O.FC(F)(F)S(O)(=O)=O.[OH-].[Na+]. (5) Given the product [Cl:22][C:16]1[CH:17]=[C:18]([Cl:21])[CH:19]=[CH:20][C:15]=1[C:14]([N:10]([CH:11]([CH3:13])[CH3:12])[C:9]1[CH:8]=[C:7]([C:24]2[CH:25]=[CH:26][CH:27]=[CH:28][CH:29]=2)[S:6][C:5]=1[C:3]([OH:4])=[O:2])=[O:23], predict the reactants needed to synthesize it. The reactants are: C[O:2][C:3]([C:5]1[S:6][C:7]([C:24]2[CH:29]=[CH:28][CH:27]=[CH:26][CH:25]=2)=[CH:8][C:9]=1[N:10]([C:14](=[O:23])[C:15]1[CH:20]=[CH:19][C:18]([Cl:21])=[CH:17][C:16]=1[Cl:22])[CH:11]([CH3:13])[CH3:12])=[O:4].[Li+].[OH-]. (6) Given the product [CH2:7]([C:6]1[N:5]([CH2:9][CH2:10][CH2:11][CH3:12])[N:4]=[C:3]([C:13]#[N:14])[C:2]=1[C:21]1[CH:22]=[CH:23][CH:24]=[CH:25][C:20]=1[NH:19][C:17](=[O:18])[C:16]([CH3:29])([CH3:15])[CH3:30])[CH3:8], predict the reactants needed to synthesize it. The reactants are: Br[C:2]1[C:3]([C:13]#[N:14])=[N:4][N:5]([CH2:9][CH2:10][CH2:11][CH3:12])[C:6]=1[CH2:7][CH3:8].[CH3:15][C:16]([CH3:30])([CH3:29])[C:17]([NH:19][C:20]1[CH:25]=[CH:24][CH:23]=[CH:22][C:21]=1B(O)O)=[O:18].C1(P(C2C=CC=CC=2)C2C=CC=CC=2)C=CC=CC=1.C(=O)([O-])[O-].[Na+].[Na+].